From a dataset of NCI-60 drug combinations with 297,098 pairs across 59 cell lines. Regression. Given two drug SMILES strings and cell line genomic features, predict the synergy score measuring deviation from expected non-interaction effect. (1) Drug 1: CCCCC(=O)OCC(=O)C1(CC(C2=C(C1)C(=C3C(=C2O)C(=O)C4=C(C3=O)C=CC=C4OC)O)OC5CC(C(C(O5)C)O)NC(=O)C(F)(F)F)O. Drug 2: C1C(C(OC1N2C=NC3=C2NC=NCC3O)CO)O. Cell line: SF-539. Synergy scores: CSS=16.8, Synergy_ZIP=-2.63, Synergy_Bliss=-5.29, Synergy_Loewe=-14.0, Synergy_HSA=-7.50. (2) Drug 1: COC1=C(C=C2C(=C1)N=CN=C2NC3=CC(=C(C=C3)F)Cl)OCCCN4CCOCC4. Drug 2: CCN(CC)CCCC(C)NC1=C2C=C(C=CC2=NC3=C1C=CC(=C3)Cl)OC. Cell line: RPMI-8226. Synergy scores: CSS=69.7, Synergy_ZIP=15.3, Synergy_Bliss=12.3, Synergy_Loewe=-2.88, Synergy_HSA=15.9. (3) Drug 1: C1=NC2=C(N1)C(=S)N=C(N2)N. Drug 2: C1=CC=C(C=C1)NC(=O)CCCCCCC(=O)NO. Cell line: HS 578T. Synergy scores: CSS=14.8, Synergy_ZIP=-2.42, Synergy_Bliss=-4.63, Synergy_Loewe=-8.81, Synergy_HSA=-4.21. (4) Drug 1: CC1=C(N=C(N=C1N)C(CC(=O)N)NCC(C(=O)N)N)C(=O)NC(C(C2=CN=CN2)OC3C(C(C(C(O3)CO)O)O)OC4C(C(C(C(O4)CO)O)OC(=O)N)O)C(=O)NC(C)C(C(C)C(=O)NC(C(C)O)C(=O)NCCC5=NC(=CS5)C6=NC(=CS6)C(=O)NCCC[S+](C)C)O. Drug 2: CN(CCCl)CCCl.Cl. Cell line: NCI-H322M. Synergy scores: CSS=1.95, Synergy_ZIP=-0.200, Synergy_Bliss=2.41, Synergy_Loewe=-2.49, Synergy_HSA=0.404. (5) Drug 1: CNC(=O)C1=NC=CC(=C1)OC2=CC=C(C=C2)NC(=O)NC3=CC(=C(C=C3)Cl)C(F)(F)F. Drug 2: CCN(CC)CCCC(C)NC1=C2C=C(C=CC2=NC3=C1C=CC(=C3)Cl)OC. Cell line: MOLT-4. Synergy scores: CSS=55.7, Synergy_ZIP=-1.53, Synergy_Bliss=0.494, Synergy_Loewe=-0.937, Synergy_HSA=-0.857. (6) Drug 1: C1=CC=C(C(=C1)C(C2=CC=C(C=C2)Cl)C(Cl)Cl)Cl. Drug 2: C1=NNC2=C1C(=O)NC=N2. Cell line: HS 578T. Synergy scores: CSS=4.80, Synergy_ZIP=-1.08, Synergy_Bliss=3.16, Synergy_Loewe=1.29, Synergy_HSA=1.23.